From a dataset of Tox21: 12 toxicity assays (nuclear receptors and stress response pathways). Binary classification across 12 toxicity assays. (1) The drug is CC(=O)c1ccc2c(c1)N(CCCN1CCN(CCO)CC1)c1ccccc1S2. It tested positive (active) for: NR-AhR (Aryl hydrocarbon Receptor agonist activity). (2) The compound is CC(=O)NCCCS(=O)(=O)[O-].CC(=O)NCCCS(=O)(=O)[O-]. It tested positive (active) for: SR-ARE (Antioxidant Response Element (oxidative stress)). (3) The molecule is O=[N+]([O-])c1ccc2[nH]cnc2c1. It tested positive (active) for: SR-MMP (Mitochondrial Membrane Potential disruption). (4) The drug is C=C[C@H]1CN2CC[C@H]1C[C@H]2[C@H](OC(=O)OCC)c1ccnc2ccc(OC)cc12. It tested positive (active) for: NR-AR (Androgen Receptor agonist activity), NR-AR-LBD (Androgen Receptor Ligand Binding Domain agonist), and NR-ER (Estrogen Receptor agonist activity). (5) The molecule is CNC(=S)NN. It tested positive (active) for: SR-HSE (Heat Shock Element response). (6) The drug is CCN1CCCC1CNC(=O)c1cc(S(=O)(=O)CC)ccc1OC. It tested positive (active) for: SR-MMP (Mitochondrial Membrane Potential disruption). (7) The molecule is CN(C)C(=S)[S-].CN(C)C(=S)[S-].[Zn+2]. It tested positive (active) for: NR-Aromatase (Aromatase enzyme inhibition), NR-ER-LBD (Estrogen Receptor Ligand Binding Domain agonist), SR-ATAD5 (ATAD5 genotoxicity (DNA damage)), SR-HSE (Heat Shock Element response), SR-MMP (Mitochondrial Membrane Potential disruption), and SR-p53 (p53 tumor suppressor activation). (8) The molecule is C=CCCC(=O)/C=C/C1C(C)=CCCC1(C)C. It tested positive (active) for: SR-MMP (Mitochondrial Membrane Potential disruption). (9) The compound is Cc1c(C)c2c(c(C)c1O)CCC(C)(COc1ccc(CC3SC(=O)NC3=O)cc1)O2. It tested positive (active) for: NR-PPAR-gamma (PPAR-gamma nuclear receptor agonist), SR-ARE (Antioxidant Response Element (oxidative stress)), SR-HSE (Heat Shock Element response), SR-MMP (Mitochondrial Membrane Potential disruption), and SR-p53 (p53 tumor suppressor activation). (10) The drug is N#Cc1cc(I)c(O)c(I)c1. It tested positive (active) for: NR-Aromatase (Aromatase enzyme inhibition), and SR-p53 (p53 tumor suppressor activation).